This data is from Peptide-MHC class I binding affinity with 185,985 pairs from IEDB/IMGT. The task is: Regression. Given a peptide amino acid sequence and an MHC pseudo amino acid sequence, predict their binding affinity value. This is MHC class I binding data. (1) The peptide sequence is MSDIFASEV. The MHC is HLA-A69:01 with pseudo-sequence HLA-A69:01. The binding affinity (normalized) is 1.00. (2) The peptide sequence is AVLYYHMMK. The MHC is HLA-A02:01 with pseudo-sequence HLA-A02:01. The binding affinity (normalized) is 0. (3) The peptide sequence is TNYSGFMPK. The MHC is HLA-A03:01 with pseudo-sequence HLA-A03:01. The binding affinity (normalized) is 0.665. (4) The peptide sequence is TYYPQVVLG. The MHC is HLA-A69:01 with pseudo-sequence HLA-A69:01. The binding affinity (normalized) is 0.0847. (5) The peptide sequence is RGPYKAFVTI. The MHC is H-2-Dd with pseudo-sequence H-2-Dd. The binding affinity (normalized) is 0.758. (6) The peptide sequence is TIHCFFFAV. The MHC is HLA-A02:01 with pseudo-sequence HLA-A02:01. The binding affinity (normalized) is 0.567.